Task: Predict which catalyst facilitates the given reaction.. Dataset: Catalyst prediction with 721,799 reactions and 888 catalyst types from USPTO (1) Reactant: O=C[CH2:3][C:4]([CH:6]1[CH2:10][CH2:9][CH2:8][N:7]1[C:11]([O:13]C(C)(C)C)=O)=O.[N+:18]([C:21]1[CH:29]=[CH:28][C:24]([C:25](O)=O)=[CH:23][CH:22]=1)([O-])=O.[NH:30]1[CH2:35][CH2:34][CH2:33][CH2:32][CH2:31]1.[NH2:36]/[C:37](/[CH2:44][CH2:45][C:46]1[CH:51]=[CH:50][C:49]([C:52]([F:55])([F:54])[F:53])=[CH:48][CH:47]=1)=[CH:38]\[C:39]([O:41][CH2:42][CH3:43])=[O:40].C(OC)(OC)OC.C(C1C(=O)C(Cl)=C(Cl)[C:67](=[O:68])[C:66]=1C#N)#N. Product: [NH:7]([C:11]([NH:18][C:21]1[CH:29]=[CH:28][C:24]([C:25]2[C:66]3[C:67](=[O:68])[N:30]4[C@H:32]([C:31]=3[N:36]=[C:37]([CH2:44][CH2:45][C:46]3[CH:47]=[CH:48][C:49]([C:52]([F:53])([F:54])[F:55])=[CH:50][CH:51]=3)[C:38]=2[C:39]([O:41][CH2:42][CH3:43])=[O:40])[CH2:33][CH2:34][CH2:35]4)=[CH:23][CH:22]=1)=[O:13])[C:6]1[CH:4]=[CH:3][CH:8]=[CH:9][CH:10]=1. The catalyst class is: 3. (2) Reactant: [CH3:1][N:2]1[CH2:7][CH2:6][CH:5]([CH2:8][N:9]2[CH2:14][CH2:13][NH:12][CH2:11][CH2:10]2)[CH2:4][CH2:3]1.[C:15]1([CH:21]([N:28]=[C:29]=[O:30])[C:22]2[CH:27]=[CH:26][CH:25]=[CH:24][CH:23]=2)[CH:20]=[CH:19][CH:18]=[CH:17][CH:16]=1. Product: [CH:21]([NH:28][C:29]([N:12]1[CH2:13][CH2:14][N:9]([CH2:8][CH:5]2[CH2:6][CH2:7][N:2]([CH3:1])[CH2:3][CH2:4]2)[CH2:10][CH2:11]1)=[O:30])([C:22]1[CH:23]=[CH:24][CH:25]=[CH:26][CH:27]=1)[C:15]1[CH:20]=[CH:19][CH:18]=[CH:17][CH:16]=1. The catalyst class is: 2. (3) Reactant: [F:1][C:2]1([F:14])[CH2:7][CH2:6][CH:5]([C:8]([CH3:13])([CH3:12])C(O)=O)[CH2:4][CH2:3]1.C1C=CC(P([N:29]=[N+]=[N-])(C2C=CC=CC=2)=O)=CC=1.[Cl:32][C:33]1[CH:34]=[C:35]([C:40]2[C:48]([C:49]([NH2:51])=[O:50])=[C:43]3[CH2:44][NH:45][CH2:46][CH2:47][N:42]3[N:41]=2)[CH:36]=[CH:37][C:38]=1[F:39].C1[CH2:56][O:55]CC1. Product: [Cl:32][C:33]1[CH:34]=[C:35]([C:40]2[C:48]([C:49]([NH2:51])=[O:50])=[C:43]3[CH2:44][N:45]([C:56]([NH:29][C:8]([CH:5]4[CH2:4][CH2:3][C:2]([F:1])([F:14])[CH2:7][CH2:6]4)([CH3:12])[CH3:13])=[O:55])[CH2:46][CH2:47][N:42]3[N:41]=2)[CH:36]=[CH:37][C:38]=1[F:39]. The catalyst class is: 93. (4) Reactant: [NH2:1][C@@H:2]([C:32]([CH3:35])([CH3:34])[CH3:33])[C:3]([N:5]1[CH2:9][CH2:8][C@@H:7]([N:10]=[N+:11]=[N-:12])[C@H:6]1[C:13]([NH:15][C@@H:16]([CH2:21][C:22]1[CH:31]=[CH:30][C:29]2[C:24](=[CH:25][CH:26]=[CH:27][CH:28]=2)[CH:23]=1)[C:17]([O:19][CH3:20])=[O:18])=[O:14])=[O:4].CN1CCOCC1.N1C2C(=NC=CC=2)N(O)N=1.[C:53]([O:57][C:58]([N:60]([CH3:66])[C@@H:61]([CH3:65])[C:62](O)=[O:63])=[O:59])([CH3:56])([CH3:55])[CH3:54].C(Cl)CCl. Product: [N:10]([C@@H:7]1[CH2:8][CH2:9][N:5]([C:3](=[O:4])[C@@H:2]([NH:1][C:62](=[O:63])[C@@H:61]([N:60]([C:58]([O:57][C:53]([CH3:56])([CH3:55])[CH3:54])=[O:59])[CH3:66])[CH3:65])[C:32]([CH3:35])([CH3:34])[CH3:33])[C@@H:6]1[C:13]([NH:15][C@@H:16]([CH2:21][C:22]1[CH:31]=[CH:30][C:29]2[C:24](=[CH:25][CH:26]=[CH:27][CH:28]=2)[CH:23]=1)[C:17]([O:19][CH3:20])=[O:18])=[O:14])=[N+:11]=[N-:12]. The catalyst class is: 2. (5) Reactant: C(=O)([O-])[O-].[K+].[K+].Cl[CH2:8][C:9]1[N:10]=[C:11]([CH3:14])[S:12][CH:13]=1.[Cl:15][C:16]1[C:25]2[C:20](=[CH:21][C:22]([OH:28])=[C:23]([O:26][CH3:27])[CH:24]=2)[N:19]=[N:18][CH:17]=1.Cl. Product: [Cl:15][C:16]1[C:25]2[C:20](=[CH:21][C:22]([O:28][CH2:8][C:9]3[N:10]=[C:11]([CH3:14])[S:12][CH:13]=3)=[C:23]([O:26][CH3:27])[CH:24]=2)[N:19]=[N:18][CH:17]=1. The catalyst class is: 18. (6) Reactant: Cl[C:2]1[N:31]=[C:30]([CH3:32])[CH:29]=[CH:28][C:3]=1[C:4]([NH:6][C:7]1[CH:12]=[CH:11][C:10]([N:13]2[CH2:18][CH2:17][N:16]([CH2:19][C:20]3[CH:25]=[CH:24][CH:23]=[C:22]([C:26]#[N:27])[CH:21]=3)[CH2:15][CH2:14]2)=[CH:9][CH:8]=1)=[O:5].[CH3:33][CH:34]1[CH2:39][CH2:38][NH:37][CH2:36][CH2:35]1.C(OCC)(=O)C.O. Product: [C:26]([C:22]1[CH:21]=[C:20]([CH:25]=[CH:24][CH:23]=1)[CH2:19][N:16]1[CH2:17][CH2:18][N:13]([C:10]2[CH:11]=[CH:12][C:7]([NH:6][C:4](=[O:5])[C:3]3[CH:28]=[CH:29][C:30]([CH3:32])=[N:31][C:2]=3[N:37]3[CH2:38][CH2:39][CH:34]([CH3:33])[CH2:35][CH2:36]3)=[CH:8][CH:9]=2)[CH2:14][CH2:15]1)#[N:27]. The catalyst class is: 7. (7) Reactant: [NH2:1][C:2]1[C:3]2[N:4]([C:8]([CH:20]3[CH2:25][CH2:24][N:23](C(OCC4C=CC=CC=4)=O)[CH2:22][CH2:21]3)=[N:9][C:10]=2[C:11]2[NH:12][C:13]3[C:18]([CH:19]=2)=[CH:17][CH:16]=[CH:15][CH:14]=3)[CH:5]=[CH:6][N:7]=1. Product: [NH:12]1[C:13]2[C:18](=[CH:17][CH:16]=[CH:15][CH:14]=2)[CH:19]=[C:11]1[C:10]1[N:9]=[C:8]([CH:20]2[CH2:25][CH2:24][NH:23][CH2:22][CH2:21]2)[N:4]2[CH:5]=[CH:6][N:7]=[C:2]([NH2:1])[C:3]=12. The catalyst class is: 126. (8) Reactant: C1(P(C2C=CC=CC=2)C2C3OC4C(=CC=CC=4P(C4C=CC=CC=4)C4C=CC=CC=4)C(C)(C)C=3C=CC=2)C=CC=CC=1.C1(OC)C=CC=CC=1.[NH2:51][C:52]1[C:57]([Br:58])=[CH:56][C:55]([CH3:59])=[CH:54][N:53]=1.I[C:61]1[CH:68]=[CH:67][C:64]([CH:65]=[O:66])=[CH:63][CH:62]=1.C(=O)([O-])[O-].[Cs+].[Cs+]. Product: [Br:58][C:57]1[C:52]([NH:51][C:61]2[CH:68]=[CH:67][C:64]([CH:65]=[O:66])=[CH:63][CH:62]=2)=[N:53][CH:54]=[C:55]([CH3:59])[CH:56]=1. The catalyst class is: 713. (9) Reactant: FC(F)(F)C(O)=O.[CH3:8][O:9][C:10]1[C:11](=[O:45])[C:12]([CH3:44])=[C:13]([CH2:19][C:20]2[CH:21]=[CH:22][C:23]([OH:43])=[C:24]([CH:42]=2)[C:25]([NH:27][C:28]2[CH:33]=[CH:32][C:31]([NH:34]C(OC(C)(C)C)=O)=[CH:30][CH:29]=2)=[O:26])[C:14](=[O:18])[C:15]=1[O:16][CH3:17]. Product: [CH3:8][O:9][C:10]1[C:11](=[O:45])[C:12]([CH3:44])=[C:13]([CH2:19][C:20]2[CH:21]=[CH:22][C:23]([OH:43])=[C:24]([CH:42]=2)[C:25]([NH:27][C:28]2[CH:29]=[CH:30][C:31]([NH2:34])=[CH:32][CH:33]=2)=[O:26])[C:14](=[O:18])[C:15]=1[O:16][CH3:17]. The catalyst class is: 2.